Task: Predict which catalyst facilitates the given reaction.. Dataset: Catalyst prediction with 721,799 reactions and 888 catalyst types from USPTO Reactant: [CH2:1]([O:8][C:9]([NH:11][CH2:12][CH:13]([OH:18])[CH2:14][C:15](O)=[O:16])=[O:10])[C:2]1[CH:7]=[CH:6][CH:5]=[CH:4][CH:3]=1.C(O)(=O)C.O(C(C)C)C(C)C. Product: [OH:18][CH:13]([CH2:14][CH2:15][OH:16])[CH2:12][NH:11][C:9](=[O:10])[O:8][CH2:1][C:2]1[CH:7]=[CH:6][CH:5]=[CH:4][CH:3]=1. The catalyst class is: 36.